Dataset: Full USPTO retrosynthesis dataset with 1.9M reactions from patents (1976-2016). Task: Predict the reactants needed to synthesize the given product. (1) Given the product [CH3:9][O:8][C:5]1[N:6]=[CH:7][C:2]([CH:12]=[O:13])=[CH:3][CH:4]=1, predict the reactants needed to synthesize it. The reactants are: Br[C:2]1[CH:3]=[CH:4][C:5]([O:8][CH3:9])=[N:6][CH:7]=1.CN(C)[CH:12]=[O:13].C(=O)(O)[O-].[Na+]. (2) Given the product [CH2:15]([N:22]1[CH2:23][CH2:24][CH:25]([NH:28][C:29](=[O:32])[CH2:30][S:14][C:10]2[CH:11]=[CH:12][CH:13]=[C:8]([Cl:7])[CH:9]=2)[CH2:26][CH2:27]1)[C:16]1[CH:17]=[CH:18][CH:19]=[CH:20][CH:21]=1, predict the reactants needed to synthesize it. The reactants are: CC(C)([O-])C.[K+].[Cl:7][C:8]1[CH:9]=[C:10]([SH:14])[CH:11]=[CH:12][CH:13]=1.[CH2:15]([N:22]1[CH2:27][CH2:26][CH:25]([NH:28][C:29](=[O:32])[CH2:30]Cl)[CH2:24][CH2:23]1)[C:16]1[CH:21]=[CH:20][CH:19]=[CH:18][CH:17]=1. (3) Given the product [NH2:20][C:19]1[NH:24][N:23]=[C:17]([NH:16][C:4]2[CH:3]=[C:2]([Cl:1])[C:7]([N:8]3[CH:13]=[CH:12][CH:11]=[CH:10][C:9]3=[O:14])=[C:6]([Cl:15])[CH:5]=2)[N:18]=1, predict the reactants needed to synthesize it. The reactants are: [Cl:1][C:2]1[CH:3]=[C:4]([NH:16][CH2:17][N:18](SC)[C:19]#[N:20])[CH:5]=[C:6]([Cl:15])[C:7]=1[N:8]1[CH:13]=[CH:12][CH:11]=[CH:10][C:9]1=[O:14].[NH2:23][NH2:24]. (4) The reactants are: [NH2:1][C:2]1[C:6]([C:7]([O:9][CH2:10][CH3:11])=[O:8])=[CH:5][N:4]([C:12]2[CH:17]=[CH:16][CH:15]=[CH:14][CH:13]=2)[N:3]=1.[CH3:18][C@H:19]1[CH2:24][CH2:23][C@H:22]([C:25](Cl)=[O:26])[CH2:21][CH2:20]1.C(N(CC)CC)C. Given the product [CH3:18][C@H:19]1[CH2:24][CH2:23][C@H:22]([C:25]([NH:1][C:2]2[C:6]([C:7]([O:9][CH2:10][CH3:11])=[O:8])=[CH:5][N:4]([C:12]3[CH:17]=[CH:16][CH:15]=[CH:14][CH:13]=3)[N:3]=2)=[O:26])[CH2:21][CH2:20]1, predict the reactants needed to synthesize it. (5) Given the product [F:20][C:3]1[C:2]([C:37]#[C:36][C:34]([OH:38])([CH3:35])[CH3:33])=[CH:19][C:6]2[C:7]3[N:11]=[C:10]([C:12]([NH2:14])=[O:13])[NH:9][C:8]=3[CH:15]3[CH2:16][CH:17]([C:5]=2[CH:4]=1)[CH2:18]3, predict the reactants needed to synthesize it. The reactants are: Br[C:2]1[C:3]([F:20])=[CH:4][C:5]2[CH:17]3[CH2:18][CH:15]([CH2:16]3)[C:8]3[NH:9][C:10]([C:12]([NH2:14])=[O:13])=[N:11][C:7]=3[C:6]=2[CH:19]=1.CN(C)C=O.C(N(CC)CC)C.[CH3:33][C:34]([OH:38])([C:36]#[CH:37])[CH3:35]. (6) Given the product [Cl:1][C:2]1[CH:7]=[CH:6][CH:5]=[CH:4][C:3]=1[N:8]([CH3:29])[C:9]([C:11]1[S:28][C:14]2[C:15]3[CH:23]=[CH:22][C:21]([C:24]([NH:32][O:31][CH3:30])=[O:25])=[CH:20][C:16]=3[O:17][CH2:18][CH2:19][C:13]=2[CH:12]=1)=[O:10], predict the reactants needed to synthesize it. The reactants are: [Cl:1][C:2]1[CH:7]=[CH:6][CH:5]=[CH:4][C:3]=1[N:8]([CH3:29])[C:9]([C:11]1[S:28][C:14]2[C:15]3[CH:23]=[CH:22][C:21]([C:24](OC)=[O:25])=[CH:20][C:16]=3[O:17][CH2:18][CH2:19][C:13]=2[CH:12]=1)=[O:10].[CH3:30][O:31][NH2:32].